The task is: Binary Classification. Given a drug SMILES string, predict its activity (active/inactive) in a high-throughput screening assay against a specified biological target.. This data is from Tyrosyl-DNA phosphodiesterase HTS with 341,365 compounds. (1) The result is 0 (inactive). The compound is O=C1N(C(CC1)C(=O)Nc1ncccc1)C(OCc1ccccc1)=O. (2) The drug is s1c2c(nc1NC(=O)Nc1c(OC)cccc1)ccc(OC)c2. The result is 0 (inactive).